Dataset: Reaction yield outcomes from USPTO patents with 853,638 reactions. Task: Predict the reaction yield, written as a fraction of the theoretical maximum amount of product (1.0 means a 100% yield; for example, 0.34 means a 34% yield). (1) The catalyst is C(Cl)Cl. The yield is 0.730. The product is [C:2]([O:5][C:6]([N:8]1[CH2:9][C:10](=[O:11])[CH2:12][C@H:13]1[C:14]([N:21]1[CH2:22][CH2:23][C@H:19]([F:18])[CH2:20]1)=[O:16])=[O:7])([CH3:1])([CH3:3])[CH3:4]. The reactants are [CH3:1][C:2]([O:5][C:6]([N:8]1[C@H:13]([C:14]([OH:16])=O)[CH2:12][C:10](=[O:11])[CH2:9]1)=[O:7])([CH3:4])[CH3:3].Cl.[F:18][C@H:19]1[CH2:23][CH2:22][NH:21][CH2:20]1.C1C=CC2N(O)N=NC=2C=1.C(Cl)CCl. (2) The reactants are CC(OC(/N=N/C(OC(C)C)=O)=O)C.[I:15][C:16]1[CH:17]=[C:18]([CH:21]=[CH:22][CH:23]=1)[CH2:19]O.C1C=CC(P(C2C=CC=CC=2)C2C=CC=CC=2)=CC=1.[C:43]1(=[O:49])[NH:47][C:46](=[O:48])[CH:45]=[CH:44]1. The catalyst is C1COCC1. The product is [I:15][C:16]1[CH:17]=[C:18]([CH:21]=[CH:22][CH:23]=1)[CH2:19][N:47]1[C:43](=[O:49])[CH:44]=[CH:45][C:46]1=[O:48]. The yield is 0.570. (3) The reactants are [C:1]([NH2:4])(=[O:3])[CH3:2].Cl[CH2:6][C:7](=O)[CH2:8][C:9]([O:11][CH2:12][CH3:13])=[O:10]. The catalyst is C1(C)C=CC=CC=1.O1CCOCC1. The product is [CH2:12]([O:11][C:9](=[O:10])[CH2:8][C:7]1[N:4]=[C:1]([CH3:2])[O:3][CH:6]=1)[CH3:13]. The yield is 0.270. (4) The reactants are [CH3:1][C:2]1[O:3][C:4]([C:10]2[CH:15]=[CH:14][CH:13]=[CH:12][CH:11]=2)=[CH:5][C:6]=1[C:7]([OH:9])=[O:8].[CH2:16](I)[CH3:17].C(=O)([O-])[O-].[K+].[K+].O. The catalyst is CN(C)C=O. The product is [CH3:1][C:2]1[O:3][C:4]([C:10]2[CH:15]=[CH:14][CH:13]=[CH:12][CH:11]=2)=[CH:5][C:6]=1[C:7]([O:9][CH2:16][CH3:17])=[O:8]. The yield is 1.00.